Dataset: Catalyst prediction with 721,799 reactions and 888 catalyst types from USPTO. Task: Predict which catalyst facilitates the given reaction. (1) Reactant: [C:1]([C:5]1[CH:6]=[C:7]([CH:22]=[CH:23][CH:24]=1)[CH2:8][CH:9]1[CH:13]([C:14]2[CH:19]=[CH:18][CH:17]=[C:16]([Cl:20])[CH:15]=2)[O:12]C(=O)[NH:10]1)([CH3:4])([CH3:3])[CH3:2].[OH-].[Na+]. Product: [NH2:10][CH:9]([CH2:8][C:7]1[CH:22]=[CH:23][CH:24]=[C:5]([C:1]([CH3:4])([CH3:3])[CH3:2])[CH:6]=1)[CH:13]([C:14]1[CH:19]=[CH:18][CH:17]=[C:16]([Cl:20])[CH:15]=1)[OH:12]. The catalyst class is: 8. (2) Reactant: Cl[C:2]1[N:3]([C@H:24]2[CH2:28][CH2:27][N:26]([S:29]([CH3:32])(=[O:31])=[O:30])[CH2:25]2)[C:4]2[C:9]([N:10]=1)=[C:8]([N:11]1[CH2:16][CH2:15][O:14][CH2:13][CH2:12]1)[N:7]=[C:6]([C:17]1[CH:18]=[N:19][C:20]([NH2:23])=[N:21][CH:22]=1)[N:5]=2.[S:33]([N:37]1[CH2:42][CH2:41][NH:40][CH2:39][CH2:38]1)([CH3:36])(=[O:35])=[O:34]. Product: [CH3:36][S:33]([N:37]1[CH2:42][CH2:41][N:40]([C:2]2[N:3]([C@H:24]3[CH2:28][CH2:27][N:26]([S:29]([CH3:32])(=[O:30])=[O:31])[CH2:25]3)[C:4]3[C:9]([N:10]=2)=[C:8]([N:11]2[CH2:16][CH2:15][O:14][CH2:13][CH2:12]2)[N:7]=[C:6]([C:17]2[CH:18]=[N:19][C:20]([NH2:23])=[N:21][CH:22]=2)[N:5]=3)[CH2:39][CH2:38]1)(=[O:35])=[O:34]. The catalyst class is: 16. (3) The catalyst class is: 17. Product: [F:1][C:2]1[CH:3]=[C:4]([S:8]([NH:28][NH:27][C:25]([C:13]2[CH:14]=[CH:15][C:16]3[O:17][C:18]4[CH:24]=[CH:23][CH:22]=[CH:21][C:19]=4[C:20]=3[CH:12]=2)=[O:26])(=[O:10])=[O:9])[CH:5]=[CH:6][CH:7]=1. Reactant: [F:1][C:2]1[CH:3]=[C:4]([S:8](Cl)(=[O:10])=[O:9])[CH:5]=[CH:6][CH:7]=1.[CH:12]1[C:20]2[C:19]3[CH:21]=[CH:22][CH:23]=[CH:24][C:18]=3[O:17][C:16]=2[CH:15]=[CH:14][C:13]=1[C:25]([NH:27][NH2:28])=[O:26]. (4) Reactant: [NH2:1][C@@H:2]1[CH2:7][CH2:6][C@H:5]([CH2:8][OH:9])[CH2:4][CH2:3]1.O.C(N(CC)CC)C.[Cl:18][C:19]1[CH:27]=[CH:26][C:25]([C:28]([F:31])([F:30])[F:29])=[CH:24][C:20]=1[C:21](Cl)=[O:22]. Product: [Cl:18][C:19]1[CH:27]=[CH:26][C:25]([C:28]([F:29])([F:30])[F:31])=[CH:24][C:20]=1[C:21]([NH:1][C@H:2]1[CH2:7][CH2:6][C@@H:5]([CH2:8][OH:9])[CH2:4][CH2:3]1)=[O:22]. The catalyst class is: 1. (5) Product: [Br:1][C:2]1[CH:7]=[C:6]([NH:8][C:9]2[C:14]([C:15]([NH2:16])=[O:17])=[N:13][CH:12]=[C:11]([O:18][C:19]3[CH:24]=[CH:23][CH:22]=[C:21]([N+:25]([O-:27])=[O:26])[CH:20]=3)[N:10]=2)[CH:5]=[CH:4][C:3]=1[N:28]1[CH2:33][CH2:32][NH:31][CH2:30][CH2:29]1. The catalyst class is: 26. Reactant: [Br:1][C:2]1[CH:7]=[C:6]([NH:8][C:9]2[C:14]([C:15](=[O:17])[NH2:16])=[N:13][CH:12]=[C:11]([O:18][C:19]3[CH:24]=[CH:23][CH:22]=[C:21]([N+:25]([O-:27])=[O:26])[CH:20]=3)[N:10]=2)[CH:5]=[CH:4][C:3]=1[N:28]1[CH2:33][CH2:32][N:31](C(OC(C)(C)C)=O)[CH2:30][CH2:29]1.FC(F)(F)C(O)=O. (6) Reactant: [C:1](Cl)(=[O:4])[CH:2]=[CH2:3].CN(C)CC[C:10]1[C:15]([NH:16][C:17]2[N:22]=[C:21]([C:23]3[C:31]4[C:26](=[CH:27][CH:28]=[CH:29][CH:30]=4)[N:25]([CH3:32])[CH:24]=3)[C:20]([CH3:33])=[CH:19][N:18]=2)=[C:14]([O:34][CH3:35])[CH:13]=[C:12]([NH:36][CH3:37])[C:11]=1[NH2:38].[CH3:40][CH2:41][N:42]([CH:46](C)C)[CH:43](C)C. Product: [CH3:43][N:42]([CH3:46])[CH2:41][CH2:40][N:36]([CH3:37])[C:12]1[CH:13]=[C:14]([O:34][CH3:35])[C:15]([NH:16][C:17]2[N:22]=[C:21]([C:23]3[C:31]4[C:26](=[CH:27][CH:28]=[CH:29][CH:30]=4)[N:25]([CH3:32])[CH:24]=3)[C:20]([CH3:33])=[CH:19][N:18]=2)=[CH:10][C:11]=1[NH:38][C:1](=[O:4])[CH:2]=[CH2:3]. The catalyst class is: 20. (7) Reactant: [NH:1]1[C:9]2[C:4](=[CH:5][C:6]([NH:10][C:11]3[C:20]4[C:15](=[CH:16][CH:17]=[CH:18][CH:19]=4)[N:14]=[C:13]([C:21]4[CH:22]=[C:23]([CH:29]=[CH:30][CH:31]=4)[O:24][CH2:25][C:26](O)=[O:27])[N:12]=3)=[CH:7][CH:8]=2)[CH:3]=[N:2]1.C1CN([P+](ON2N=[N:56][C:51]3C=[CH:53][CH:54]=[CH:55][C:50]2=3)(N2CCCC2)N2CCCC2)CC1.F[P-](F)(F)(F)(F)F.CCN(C(C)C)C(C)C.N1CCCCC1. Product: [NH:1]1[C:9]2[C:4](=[CH:5][C:6]([NH:10][C:11]3[C:20]4[C:15](=[CH:16][CH:17]=[CH:18][CH:19]=4)[N:14]=[C:13]([C:21]4[CH:22]=[C:23]([CH:29]=[CH:30][CH:31]=4)[O:24][CH2:25][C:26]([N:56]4[CH2:53][CH2:54][CH2:55][CH2:50][CH2:51]4)=[O:27])[N:12]=3)=[CH:7][CH:8]=2)[CH:3]=[N:2]1. The catalyst class is: 59. (8) Reactant: C[N:2]([CH:4]=[N:5][C:6]([C:8]1[C:13](=[O:14])[CH:12]=[CH:11][N:10]([C:15]2[CH:20]=[CH:19][CH:18]=[C:17]([C:21]([F:24])([F:23])[F:22])[CH:16]=2)[N:9]=1)=O)C.[C:25]1([NH:31]N)[CH:30]=[CH:29][CH:28]=[CH:27][CH:26]=1. Product: [C:25]1([N:31]2[C:6]([C:8]3[C:13](=[O:14])[CH:12]=[CH:11][N:10]([C:15]4[CH:20]=[CH:19][CH:18]=[C:17]([C:21]([F:24])([F:23])[F:22])[CH:16]=4)[N:9]=3)=[N:5][CH:4]=[N:2]2)[CH:30]=[CH:29][CH:28]=[CH:27][CH:26]=1. The catalyst class is: 15. (9) Reactant: [CH2:1]([O:3][C:4]([C:6]1[CH:11]=[CH:10][C:9](B(O)O)=[CH:8][CH:7]=1)=[O:5])[CH3:2].[Cl:15][C:16]1[N:21]=[C:20](Cl)[CH:19]=[CH:18][N:17]=1.C(=O)([O-])[O-].[Na+].[Na+]. Product: [Cl:15][C:16]1[N:21]=[C:20]([C:9]2[CH:10]=[CH:11][C:6]([C:4]([O:3][CH2:1][CH3:2])=[O:5])=[CH:7][CH:8]=2)[CH:19]=[CH:18][N:17]=1. The catalyst class is: 11. (10) Reactant: [CH3:1][O:2][C:3]1[C:4](NC)=[N:5][CH:6]=[C:7]([N+:9]([O-:11])=[O:10])[CH:8]=1.[CH3:14][C:15]([O:18][C:19]([O:21]C(OC(C)(C)C)=O)=O)([CH3:17])[CH3:16].C[C:30]#[N:31]. The catalyst class is: 172. Product: [CH3:1][O:2][C:3]1[C:4]([CH2:30][NH:31][C:19](=[O:21])[O:18][C:15]([CH3:17])([CH3:16])[CH3:14])=[N:5][CH:6]=[C:7]([N+:9]([O-:11])=[O:10])[CH:8]=1.